This data is from Forward reaction prediction with 1.9M reactions from USPTO patents (1976-2016). The task is: Predict the product of the given reaction. (1) Given the reactants [I-].[CH2:2]([N+:6]1[C:10]([CH3:11])=[CH:9][S:8][C:7]=1[CH3:12])[CH2:3][CH2:4][CH3:5].[Cl:13][C:14]1[C:15]2[CH:25]=[CH:24][CH:23]=[CH:22][C:16]=2[S:17][C:18]=1[C:19](Cl)=[O:20], predict the reaction product. The product is: [CH2:2]([N:6]1[C:10]([CH3:11])=[CH:9][S:8]/[C:7]/1=[CH:12]\[C:19]([C:18]1[S:17][C:16]2[CH:22]=[CH:23][CH:24]=[CH:25][C:15]=2[C:14]=1[Cl:13])=[O:20])[CH2:3][CH2:4][CH3:5]. (2) Given the reactants Cl[C:2]1[CH:7]=[C:6]([C:8]([F:11])([F:10])[F:9])[N:5]=[C:4]([C:12]2[CH:13]=[N:14][CH:15]=[CH:16][CH:17]=2)[N:3]=1.[CH3:18][O:19][C:20]1[C:26]([O:27][CH3:28])=[CH:25][C:23]([NH2:24])=[C:22]([CH3:29])[CH:21]=1, predict the reaction product. The product is: [CH3:18][O:19][C:20]1[C:26]([O:27][CH3:28])=[CH:25][C:23]([NH:24][C:2]2[CH:7]=[C:6]([C:8]([F:11])([F:10])[F:9])[N:5]=[C:4]([C:12]3[CH:13]=[N:14][CH:15]=[CH:16][CH:17]=3)[N:3]=2)=[C:22]([CH3:29])[CH:21]=1. (3) Given the reactants C[O:2][C:3]([C:5]1[CH:10]=[CH:9][C:8]([C:11]2[CH:16]=[CH:15][C:14]([F:17])=[CH:13][C:12]=2[F:18])=[CH:7][CH:6]=1)=[O:4].[OH-].[Na+], predict the reaction product. The product is: [F:18][C:12]1[CH:13]=[C:14]([F:17])[CH:15]=[CH:16][C:11]=1[C:8]1[CH:9]=[CH:10][C:5]([C:3]([OH:4])=[O:2])=[CH:6][CH:7]=1. (4) Given the reactants [NH2:1][C:2]1[CH:3]=[CH:4][C:5]([O:8][CH3:9])=[N:6][CH:7]=1.[C:10]1(=O)[O:15][C:13](=[O:14])[CH2:12][CH2:11]1, predict the reaction product. The product is: [CH3:9][O:8][C:5]1[N:6]=[CH:7][C:2]([N:1]2[C:13](=[O:14])[CH2:12][CH2:11][C:10]2=[O:15])=[CH:3][CH:4]=1.